This data is from Full USPTO retrosynthesis dataset with 1.9M reactions from patents (1976-2016). The task is: Predict the reactants needed to synthesize the given product. (1) Given the product [CH2:8]([C:10]1([CH2:16][CH2:17][N:18]2[CH2:19][CH2:20][CH:21]([N:24]([C:25]3[CH:30]=[CH:29][C:28]([CH3:31])=[CH:27][N:26]=3)[C:37]([C:33]3[O:32][CH:36]=[CH:35][CH:34]=3)=[O:38])[CH2:22][CH2:23]2)[CH2:11][CH2:12][CH2:13][CH2:14][CH2:15]1)[CH3:9], predict the reactants needed to synthesize it. The reactants are: C(N(CC)CC)C.[CH2:8]([C:10]1([CH2:16][CH2:17][N:18]2[CH2:23][CH2:22][CH:21]([NH:24][C:25]3[CH:30]=[CH:29][C:28]([CH3:31])=[CH:27][N:26]=3)[CH2:20][CH2:19]2)[CH2:15][CH2:14][CH2:13][CH2:12][CH2:11]1)[CH3:9].[O:32]1[CH:36]=[CH:35][CH:34]=[C:33]1[C:37](Cl)=[O:38].[Cl-].[NH4+]. (2) Given the product [NH2:21][C:22]([NH:24][C:25]1[S:26][C:27]([C:9]2[CH:10]=[CH:11][C:12]([CH2:13][NH:14][CH:15]([CH3:16])[CH3:17])=[CH:18][CH:19]=2)=[CH:28][C:29]=1[C:30]([NH2:32])=[O:31])=[O:23], predict the reactants needed to synthesize it. The reactants are: CC1(C)C(C)(C)OB([C:9]2[CH:19]=[CH:18][C:12]([CH2:13][NH:14][CH:15]([CH3:17])[CH3:16])=[CH:11][CH:10]=2)O1.[NH2:21][C:22]([NH:24][C:25]1[S:26][C:27](Br)=[CH:28][C:29]=1[C:30]([NH2:32])=[O:31])=[O:23].C(=O)([O-])[O-].[Na+].[Na+].COCCOC. (3) Given the product [CH3:1][O:2][C:3]([CH3:15])([CH2:12][CH2:13][CH3:14])[CH2:4][CH2:5][CH2:6][C:7]([CH3:11])([OH:10])[CH:8]=[CH2:9], predict the reactants needed to synthesize it. The reactants are: [CH3:1][O:2][C:3]([CH3:15])([CH2:12][CH2:13][CH3:14])[CH2:4][CH2:5][CH2:6][C:7]([CH3:11])([OH:10])[C:8]#[CH:9].C(SCCO)CSCCO.[H][H]. (4) Given the product [CH3:1][O:2][C:3](=[O:24])[CH2:4][C:5]1[C:14]([CH3:15])=[C:13]([C:16]2[CH:21]=[CH:20][C:19]([NH:22][S:33]([C:28]3[CH:29]=[CH:30][CH:31]=[CH:32][C:27]=3[C:26]([F:25])([F:37])[F:38])(=[O:35])=[O:34])=[CH:18][CH:17]=2)[C:12]2[C:7](=[CH:8][CH:9]=[C:10]([Cl:23])[CH:11]=2)[CH:6]=1, predict the reactants needed to synthesize it. The reactants are: [CH3:1][O:2][C:3](=[O:24])[CH2:4][C:5]1[C:14]([CH3:15])=[C:13]([C:16]2[CH:21]=[CH:20][C:19]([NH2:22])=[CH:18][CH:17]=2)[C:12]2[C:7](=[CH:8][CH:9]=[C:10]([Cl:23])[CH:11]=2)[CH:6]=1.[F:25][C:26]([F:38])([F:37])[C:27]1[CH:32]=[CH:31][CH:30]=[CH:29][C:28]=1[S:33](Cl)(=[O:35])=[O:34].C(N(C(C)C)CC)(C)C. (5) Given the product [CH2:1]([C:8]1[CH:9]=[N:10][C:11]2[C:16]([C:17]=1[C:18]1[CH:19]=[C:20]([NH:24][CH2:39][C:31]3[N:30]([CH3:29])[C:38]4[C:33]([CH:32]=3)=[CH:34][CH:35]=[CH:36][CH:37]=4)[CH:21]=[CH:22][CH:23]=1)=[CH:15][CH:14]=[CH:13][C:12]=2[C:25]([F:28])([F:26])[F:27])[C:2]1[CH:3]=[CH:4][CH:5]=[CH:6][CH:7]=1, predict the reactants needed to synthesize it. The reactants are: [CH2:1]([C:8]1[CH:9]=[N:10][C:11]2[C:16]([C:17]=1[C:18]1[CH:19]=[C:20]([NH2:24])[CH:21]=[CH:22][CH:23]=1)=[CH:15][CH:14]=[CH:13][C:12]=2[C:25]([F:28])([F:27])[F:26])[C:2]1[CH:7]=[CH:6][CH:5]=[CH:4][CH:3]=1.[CH3:29][N:30]1[C:38]2[C:33](=[CH:34][CH:35]=[CH:36][CH:37]=2)[CH:32]=[C:31]1[CH:39]=O. (6) The reactants are: [C:1]1(=O)[O:6][C:4](=[O:5])[C:3]2=[CH:7][CH:8]=[CH:9][CH:10]=[C:2]12.[C:12]1([OH:18])[CH:17]=[CH:16][CH:15]=[CH:14][CH:13]=1. Given the product [CH:8]1[CH:9]=[CH:10][C:2]2[C:1]([C:15]3[CH:14]=[CH:13][C:12]([OH:18])=[CH:17][CH:16]=3)([C:15]3[CH:14]=[CH:13][C:12]([OH:18])=[CH:17][CH:16]=3)[O:6][C:4](=[O:5])[C:3]=2[CH:7]=1, predict the reactants needed to synthesize it. (7) Given the product [CH3:1][C:2]1[N:3]([CH2:22][C:23]2[CH:24]=[N:25][CH:26]=[N:27][CH:28]=2)[C:4]2[C:9]([C:10]=1[C:11]([O:13][CH3:14])=[O:12])=[CH:8][CH:7]=[CH:6][CH:5]=2, predict the reactants needed to synthesize it. The reactants are: [CH3:1][C:2]1[NH:3][C:4]2[C:9]([C:10]=1[C:11]([O:13][CH3:14])=[O:12])=[CH:8][CH:7]=[CH:6][CH:5]=2.C(=O)([O-])[O-].[Cs+].[Cs+].Br[CH2:22][C:23]1[CH:24]=[N:25][CH:26]=[N:27][CH:28]=1.